Dataset: Experimentally validated miRNA-target interactions with 360,000+ pairs, plus equal number of negative samples. Task: Binary Classification. Given a miRNA mature sequence and a target amino acid sequence, predict their likelihood of interaction. The miRNA is mmu-miR-670-5p with sequence AUCCCUGAGUGUAUGUGGUGAA. The protein sequence of the target gene is MIEQQKRKGPELPLVPVKRPRHELLLGAAGAGPGAGPQQATPGALLQAGPPRCSSLQAPIMLLSGHEGEVYCCKFHPNGSTLASAGFDRLILLWNVYGDCDNYATLKGHSGAVMELHYNTDGSMLFSASTDKTVAVWDSETGERVKRLKGHTSFVNSCYPARRGPQLVCTGSDDGTVKLWDIRKKAAVQTFQNTYQVLAVTFNDTSDQIISGGIDNDIKVWDLRQNKLTYTMRGHADSVTGLSLSSEGSYLLSNAMDNTVRVWDVRPFAPKERCVKIFQGNVHNFEKNLLRCSWSPDGSK.... Result: 1 (interaction).